This data is from Peptide-MHC class II binding affinity with 134,281 pairs from IEDB. The task is: Regression. Given a peptide amino acid sequence and an MHC pseudo amino acid sequence, predict their binding affinity value. This is MHC class II binding data. (1) The binding affinity (normalized) is 0.128. The peptide sequence is IGRIAETILGYNPSA. The MHC is H-2-IAk with pseudo-sequence H-2-IAk. (2) The peptide sequence is KDKWIALKESWGAIW. The MHC is DRB1_1001 with pseudo-sequence DRB1_1001. The binding affinity (normalized) is 0.740. (3) The peptide sequence is VQKGSDPKKLVLNIK. The MHC is DRB1_1101 with pseudo-sequence DRB1_1101. The binding affinity (normalized) is 0.364. (4) The peptide sequence is FPDRASIIRLVGAVL. The MHC is DRB5_0101 with pseudo-sequence DRB5_0101. The binding affinity (normalized) is 0.684. (5) The peptide sequence is LNHVRIPIGYWAVNP. The MHC is DRB1_0701 with pseudo-sequence DRB1_0701. The binding affinity (normalized) is 0.283. (6) The peptide sequence is SSNPTILSEGNSFTA. The MHC is HLA-DQA10102-DQB10602 with pseudo-sequence HLA-DQA10102-DQB10602. The binding affinity (normalized) is 0.419.